Predict the reactants needed to synthesize the given product. From a dataset of Full USPTO retrosynthesis dataset with 1.9M reactions from patents (1976-2016). Given the product [ClH:18].[C:1]1([C:7]2[C:15]3[C:10](=[CH:11][CH:12]=[CH:13][CH:14]=3)[N:9]([S:34]([C:28]3[CH:27]=[C:26]4[C:31]([CH2:32][CH2:33][NH:24][CH2:25]4)=[CH:30][CH:29]=3)(=[O:35])=[O:36])[CH:8]=2)[CH:2]=[CH:3][CH:4]=[CH:5][CH:6]=1, predict the reactants needed to synthesize it. The reactants are: [C:1]1([C:7]2[C:15]3[C:10](=[CH:11][CH:12]=[CH:13][CH:14]=3)[NH:9][CH:8]=2)[CH:6]=[CH:5][CH:4]=[CH:3][CH:2]=1.[H-].[Na+].[Cl:18]C(Cl)(Cl)COC([N:24]1[CH2:33][CH2:32][C:31]2[C:26](=[CH:27][C:28]([S:34](Cl)(=[O:36])=[O:35])=[CH:29][CH:30]=2)[CH2:25]1)=O.C(=O)([O-])[O-].[Na+].[Na+].P([O-])(O)(O)=O.[Na+].